This data is from Full USPTO retrosynthesis dataset with 1.9M reactions from patents (1976-2016). The task is: Predict the reactants needed to synthesize the given product. (1) Given the product [CH2:24]([N:18]1[CH2:19][CH2:20][CH:16]([CH:14]2[CH2:15][CH:13]2[C:11]([O:10][C:6]([CH3:9])([CH3:7])[CH3:8])=[O:12])[C:17]1=[O:21])[C:25]1[CH:30]=[CH:29][CH:28]=[CH:27][CH:26]=1, predict the reactants needed to synthesize it. The reactants are: CN(C)C=O.[C:6]([O:10][C:11]([C@H:13]1[CH2:15][C@H:14]1[CH:16]1[CH2:20][CH2:19][NH:18][C:17]1=[O:21])=[O:12])([CH3:9])([CH3:8])[CH3:7].[H-].[Na+].[CH2:24](Cl)[C:25]1[CH:30]=[CH:29][CH:28]=[CH:27][CH:26]=1. (2) The reactants are: [NH2:1][C:2]1[CH:9]=[CH:8][CH:7]=[C:6]([O:10][CH3:11])[C:3]=1[CH:4]=O.[N:12]1C=CC=[CH:14][CH:13]=1.C(OC(=O)C)(=O)C. Given the product [CH3:11][O:10][C:6]1[CH:7]=[CH:8][CH:9]=[C:2]2[C:3]=1[CH:4]=[N:12][C:13]([CH3:14])=[N:1]2, predict the reactants needed to synthesize it. (3) The reactants are: C(N(CC)CC)C.Br[CH2:9][C:10]([NH2:12])=[O:11].[F:13][C:14]1[CH:15]=[CH:16][C:17]2[N:18]([C:20]([C:23]3[N:28]=[C:27]([NH:29][C@@H:30]4[CH2:35][CH2:34][CH2:33][NH:32][CH2:31]4)[CH:26]=[CH:25][N:24]=3)=[CH:21][N:22]=2)[CH:19]=1. Given the product [F:13][C:14]1[CH:15]=[CH:16][C:17]2[N:18]([C:20]([C:23]3[N:28]=[C:27]([NH:29][C@@H:30]4[CH2:35][CH2:34][CH2:33][N:32]([CH2:9][C:10]([NH2:12])=[O:11])[CH2:31]4)[CH:26]=[CH:25][N:24]=3)=[CH:21][N:22]=2)[CH:19]=1, predict the reactants needed to synthesize it. (4) The reactants are: C[O:2][C:3]1[C:4]([CH3:36])=[C:5]([C:27]([O:34]C)=[C:28]([O:32][CH3:33])[C:29]=1[O:30][CH3:31])[CH2:6][C:7]1[C:8]([C:21]2[CH:26]=[CH:25][N:24]=[CH:23][CH:22]=2)=[C:9]([CH:18]=[CH:19][CH:20]=1)[C:10]([N:12]1[CH2:17][CH2:16][CH2:15][CH2:14][CH2:13]1)=[O:11].O=[N+]([O-])[O-].[O-][N+](=O)[O-].[O-][N+](=O)[O-].[O-][N+](=O)[O-].[O-][N+](=O)[O-].[O-][N+](=O)[O-].[Ce+4].[NH4+].[NH4+].C(=O)([O-])O.[Na+]. Given the product [CH3:31][O:30][C:29]1[C:3](=[O:2])[C:4]([CH3:36])=[C:5]([CH2:6][C:7]2[C:8]([C:21]3[CH:22]=[CH:23][N:24]=[CH:25][CH:26]=3)=[C:9]([CH:18]=[CH:19][CH:20]=2)[C:10]([N:12]2[CH2:17][CH2:16][CH2:15][CH2:14][CH2:13]2)=[O:11])[C:27](=[O:34])[C:28]=1[O:32][CH3:33], predict the reactants needed to synthesize it. (5) The reactants are: COC1C=CC(C[N:8]2[C@H](C34CC(OCC3)CCCC=CCCC(C)=CC(=O)N4)CSC2=O)=CC=1.C[O:36][C@:37]1([C@@H:56]2[CH2:60][S:59][C:58](=[O:61])[N:57]2CC2C=CC(OC)=CC=2)[CH2:52][C@H:51]2[CH2:53][C@@H:39]([CH2:40][CH2:41][CH2:42][CH:43]=[CH:44][CH2:45][CH2:46][C:47]([CH3:55])=[CH:48][C:49](=O)[O:50]2)[O:38]1. Given the product [OH:36][C@:37]1([C@@H:56]2[CH2:60][S:59][C:58](=[O:61])[NH:57]2)[CH2:52][C@H:51]2[CH2:53][C@@H:39]([CH2:40][CH2:41][CH2:42][CH:43]=[CH:44][CH2:45][CH2:46][C:47]([CH3:55])=[CH:48][C:49](=[O:50])[NH:8]2)[O:38]1, predict the reactants needed to synthesize it.